Dataset: Catalyst prediction with 721,799 reactions and 888 catalyst types from USPTO. Task: Predict which catalyst facilitates the given reaction. Reactant: C(=O)([O-])[O-].[K+].[K+].O.[CH3:8][N:9]1[CH:13]=[C:12](B2OC(C)(C)C(C)(C)O2)[CH:11]=[N:10]1.Br[C:24]1[C:25]([F:42])=[C:26]([CH:39]=[CH:40][CH:41]=1)[CH2:27][CH2:28][O:29][CH2:30][CH2:31][C:32]([O:34][C:35]([CH3:38])([CH3:37])[CH3:36])=[O:33]. Product: [F:42][C:25]1[C:24]([C:12]2[CH:11]=[N:10][N:9]([CH3:8])[CH:13]=2)=[CH:41][CH:40]=[CH:39][C:26]=1[CH2:27][CH2:28][O:29][CH2:30][CH2:31][C:32]([O:34][C:35]([CH3:36])([CH3:37])[CH3:38])=[O:33]. The catalyst class is: 10.